Dataset: Reaction yield outcomes from USPTO patents with 853,638 reactions. Task: Predict the reaction yield, written as a fraction of the theoretical maximum amount of product (1.0 means a 100% yield; for example, 0.34 means a 34% yield). (1) The reactants are [NH2:1][C:2]1[CH:7]=[C:6]([C:8](=[O:21])[NH:9][CH2:10][CH:11]2[O:16][C:15]3[CH:17]=[CH:18][CH:19]=[CH:20][C:14]=3[O:13][CH2:12]2)[CH:5]=[CH:4][C:3]=1[NH:22][C:23]1[CH:31]=[CH:30][CH:29]=[CH:28][C:24]=1[C:25](O)=[O:26].C(Cl)CCl. The catalyst is N1C=CC=CC=1. The product is [O:16]1[C:15]2[CH:17]=[CH:18][CH:19]=[CH:20][C:14]=2[O:13][CH2:12][CH:11]1[CH2:10][NH:9][C:8]([C:6]1[CH:5]=[CH:4][C:3]2[NH:22][C:23]3[CH:31]=[CH:30][CH:29]=[CH:28][C:24]=3[C:25](=[O:26])[NH:1][C:2]=2[CH:7]=1)=[O:21]. The yield is 0.890. (2) The reactants are [CH:1]([N:4]1[C:8]([C:9]2[CH:10]=[C:11]([NH2:17])[CH:12]=[CH:13][C:14]=2[O:15][CH3:16])=[CH:7][CH:6]=[N:5]1)([CH3:3])[CH3:2].[Cl:18][C:19]1[CH:20]=[C:21]([N:26]=[C:27]=[O:28])[CH:22]=[CH:23][C:24]=1[F:25]. The catalyst is C(Cl)Cl. The product is [Cl:18][C:19]1[CH:20]=[C:21]([NH:26][C:27]([NH:17][C:11]2[CH:12]=[CH:13][C:14]([O:15][CH3:16])=[C:9]([C:8]3[N:4]([CH:1]([CH3:3])[CH3:2])[N:5]=[CH:6][CH:7]=3)[CH:10]=2)=[O:28])[CH:22]=[CH:23][C:24]=1[F:25]. The yield is 0.520. (3) The reactants are [F:1][C:2]1[C:7]([NH:8][CH2:9][C:10]2[CH:15]=[C:14]([C:16]3[CH:21]=[CH:20][CH:19]=[C:18]([F:22])[CH:17]=3)[CH:13]=[CH:12][C:11]=2[F:23])=[C:6]([CH3:24])[CH:5]=[CH:4][C:3]=1[OH:25].C([O-])([O-])=O.[Cs+].[Cs+].Br[CH2:33][C:34]([O:36][CH2:37][CH3:38])=[O:35]. The catalyst is CN(C=O)C. The product is [F:1][C:2]1[C:7]([NH:8][CH2:9][C:10]2[CH:15]=[C:14]([C:16]3[CH:21]=[CH:20][CH:19]=[C:18]([F:22])[CH:17]=3)[CH:13]=[CH:12][C:11]=2[F:23])=[C:6]([CH3:24])[CH:5]=[CH:4][C:3]=1[O:25][CH2:33][C:34]([O:36][CH2:37][CH3:38])=[O:35]. The yield is 0.700. (4) The reactants are Br[C:2]1[CH:7]=[CH:6][C:5]([CH2:8][CH2:9][CH:10]2[O:14][CH2:13][CH2:12][O:11]2)=[CH:4][CH:3]=1.[CH2:15]([O:17][C:18]1[CH:23]=[CH:22][C:21](B(O)O)=[C:20]([F:27])[C:19]=1[F:28])[CH3:16].C(=O)([O-])[O-].[K+].[K+].C1(C)C=CC=CC=1. The catalyst is [Br-].C([N+](CCCC)(CCCC)CCCC)CCC.C1C=CC([P]([Pd]([P](C2C=CC=CC=2)(C2C=CC=CC=2)C2C=CC=CC=2)([P](C2C=CC=CC=2)(C2C=CC=CC=2)C2C=CC=CC=2)[P](C2C=CC=CC=2)(C2C=CC=CC=2)C2C=CC=CC=2)(C2C=CC=CC=2)C2C=CC=CC=2)=CC=1.O.C(O)C. The product is [CH2:15]([O:17][C:18]1[CH:23]=[CH:22][C:21]([C:2]2[CH:7]=[CH:6][C:5]([CH2:8][CH2:9][CH:10]3[O:14][CH2:13][CH2:12][O:11]3)=[CH:4][CH:3]=2)=[C:20]([F:27])[C:19]=1[F:28])[CH3:16]. The yield is 0.866. (5) The reactants are [Cl:1][C:2]1[CH:7]=[C:6]([NH:8][CH2:9][CH3:10])[C:5]([N+:11]([O-])=O)=[CH:4][N:3]=1.[Cl:14][Sn]Cl.[OH-].[Na+]. The catalyst is Cl. The product is [Cl:14][C:4]1[C:5]([NH2:11])=[C:6]([NH:8][CH2:9][CH3:10])[CH:7]=[C:2]([Cl:1])[N:3]=1. The yield is 0.870. (6) The reactants are [Cl:1][C:2]1[C:6]([CH2:7][CH3:8])=[C:5]([C:9]2[CH:10]=[C:11]([C:14]([OH:16])=O)[S:12][CH:13]=2)[N:4]([CH3:17])[N:3]=1.[NH2:18][C@@H:19]([CH2:32][C:33]1[CH:38]=[CH:37][CH:36]=[CH:35][C:34]=1[C:39]([F:42])([F:41])[F:40])[CH2:20][N:21]1[C:29](=[O:30])[C:28]2[C:23](=[CH:24][CH:25]=[CH:26][CH:27]=2)[C:22]1=[O:31].CCN(C(C)C)C(C)C.F[P-](F)(F)(F)(F)F.Br[P+](N1CCCC1)(N1CCCC1)N1CCCC1. The catalyst is ClCCl. The product is [Cl:1][C:2]1[C:6]([CH2:7][CH3:8])=[C:5]([C:9]2[CH:10]=[C:11]([C:14]([NH:18][C@@H:19]([CH2:32][C:33]3[CH:38]=[CH:37][CH:36]=[CH:35][C:34]=3[C:39]([F:42])([F:40])[F:41])[CH2:20][N:21]3[C:29](=[O:30])[C:28]4[C:23](=[CH:24][CH:25]=[CH:26][CH:27]=4)[C:22]3=[O:31])=[O:16])[S:12][CH:13]=2)[N:4]([CH3:17])[N:3]=1. The yield is 0.680. (7) The reactants are [NH2:1][C:2]1[C:7]([N+:8]([O-])=O)=[CH:6][C:5]([C:11]2[CH:16]=[CH:15][CH:14]=[CH:13][CH:12]=2)=[CH:4][C:3]=1[CH3:17]. The catalyst is C(OCC)(=O)C.CCCCCC.[C].[Pd]. The product is [NH2:8][C:7]1[CH:6]=[C:5]([C:11]2[CH:12]=[CH:13][CH:14]=[CH:15][CH:16]=2)[CH:4]=[C:3]([CH3:17])[C:2]=1[NH2:1]. The yield is 1.00.